This data is from Forward reaction prediction with 1.9M reactions from USPTO patents (1976-2016). The task is: Predict the product of the given reaction. (1) Given the reactants [Br:1][C:2]1[CH:15]=[C:14]([N+:16]([O-])=O)[C:13]2[C:12]3[C:7](=[CH:8][C:9]([Br:19])=[CH:10][CH:11]=3)[CH2:6][CH2:5][C:4]=2[CH:3]=1.C1(P(C2C=CC=CC=2)C2C=CC=CC=2)C=CC=CC=1, predict the reaction product. The product is: [Br:1][C:2]1[CH:3]=[C:4]2[CH2:5][CH2:6][C:7]3=[CH:8][C:9]([Br:19])=[CH:10][C:11]4[NH:16][C:14]([CH:15]=1)=[C:13]2[C:12]=43. (2) Given the reactants P(OC[C@H]1O[C@@H](N2C3N=CN=C(N)C=3N=C2)[C@H](O)[C@@H]1O)(OP(O)(O)=O)(=O)O.P(OC[C@H]1O[C@@H](N2C3N=CN=C(N)C=3N=C2)[C@H](O)[C@@H]1O)(OP(OP(O)(O)=O)(O)=O)(=O)O.[C@@H:59]1([N:68]2[C:77]3[N:76]=[CH:75][N:74]=[C:72]([OH:73])[C:71]=3[N:70]=[CH:69]2)[O:67][C@H:64]([CH2:65][OH:66])[C@@H:62]([OH:63])[C@H:60]1[OH:61], predict the reaction product. The product is: [C@@H:59]1([N:68]2[C:77]3[N:76]=[CH:75][N:74]=[C:72]([OH:73])[C:71]=3[N:70]=[CH:69]2)[O:67][C@H:64]([CH2:65][OH:66])[C@@H:62]([OH:63])[C@H:60]1[OH:61]. (3) Given the reactants [F:1][C:2]1(OC)[CH:19]=[CH:18][C:17]([C:20]2[CH:25]=[CH:24][N:23]=[C:22]([NH:26][CH2:27][CH2:28][C:29]3[CH:34]=[CH:33][C:32](O)=[C:31]([F:36])[CH:30]=3)[N:21]=2)=[CH:16][CH:3]1[CH2:4][N:5]([CH:10]1[CH2:15][CH2:14][NH:13][CH2:12][CH2:11]1)[S:6]([CH3:9])(=[O:8])=[O:7].C(OC(N1CCC(N(CC2C=C(C3C=CN=C(Cl)N=3)C=CC=2F)S(C)(=O)=O)CC1)=O)(C)(C)C, predict the reaction product. The product is: [F:1][C:2]1[CH:19]=[CH:18][C:17]([C:20]2[CH:25]=[CH:24][N:23]=[C:22]([NH:26][CH2:27][CH2:28][C:29]3[CH:34]=[CH:33][CH:32]=[C:31]([F:36])[CH:30]=3)[N:21]=2)=[CH:16][C:3]=1[CH2:4][N:5]([CH:10]1[CH2:15][CH2:14][NH:13][CH2:12][CH2:11]1)[S:6]([CH3:9])(=[O:7])=[O:8]. (4) Given the reactants [NH2:1][C@H:2]([CH2:7]O)[CH2:3][CH2:4][S:5][CH3:6].[C:9](O[C:9]([O:11][C:12]([CH3:15])([CH3:14])[CH3:13])=[O:10])([O:11][C:12]([CH3:15])([CH3:14])[CH3:13])=[O:10].CS([Cl:28])(=O)=O.[Cl-].[Li+], predict the reaction product. The product is: [C:12]([O:11][C:9](=[O:10])[NH:1][C@H:2]([CH2:7][Cl:28])[CH2:3][CH2:4][S:5][CH3:6])([CH3:15])([CH3:14])[CH3:13]. (5) Given the reactants [F:1][C:2]1[CH:3]=[C:4]2[C:8](=[CH:9][CH:10]=1)[NH:7][CH:6]=[C:5]2[CH2:11][CH2:12][CH2:13][NH:14][CH:15]1[CH2:24][C:23]2[C:18](=[CH:19][CH:20]=[CH:21][C:22]=2[O:25][CH3:26])[O:17][CH2:16]1.C=O.O.[C:30](O)(=O)C.C([BH3-])#N.[Na+], predict the reaction product. The product is: [F:1][C:2]1[CH:3]=[C:4]2[C:8](=[CH:9][CH:10]=1)[NH:7][CH:6]=[C:5]2[CH2:11][CH2:12][CH2:13][N:14]([CH3:30])[CH:15]1[CH2:24][C:23]2[C:18](=[CH:19][CH:20]=[CH:21][C:22]=2[O:25][CH3:26])[O:17][CH2:16]1. (6) Given the reactants [NH2:1][C:2]1[C:3]([CH3:13])=[C:4]([CH:9]=[C:10]([Cl:12])[CH:11]=1)[C:5]([O:7][CH3:8])=[O:6].[C:14]1(=O)[CH2:17][CH2:16][CH2:15]1.C(O)(=O)C.C(O[BH-](OC(=O)C)OC(=O)C)(=O)C.[Na+], predict the reaction product. The product is: [Cl:12][C:10]1[CH:11]=[C:2]([NH:1][CH:14]2[CH2:17][CH2:16][CH2:15]2)[C:3]([CH3:13])=[C:4]([CH:9]=1)[C:5]([O:7][CH3:8])=[O:6].